Task: Predict the reaction yield, written as a fraction of the theoretical maximum amount of product (1.0 means a 100% yield; for example, 0.34 means a 34% yield).. Dataset: Reaction yield outcomes from USPTO patents with 853,638 reactions (1) The reactants are [CH3:1][O:2][C:3]1[CH:11]=[C:10]2[C:6]([C:7]([C:12]#[N:13])=[CH:8][NH:9]2)=[CH:5][CH:4]=1.[CH3:14][C:15]([O:18][C:19](O[C:19]([O:18][C:15]([CH3:17])([CH3:16])[CH3:14])=[O:20])=[O:20])([CH3:17])[CH3:16].O. The catalyst is C(Cl)Cl.CN(C1C=CN=CC=1)C. The product is [C:15]([O:18][C:19]([N:9]1[C:10]2[C:6](=[CH:5][CH:4]=[C:3]([O:2][CH3:1])[CH:11]=2)[C:7]([C:12]#[N:13])=[CH:8]1)=[O:20])([CH3:17])([CH3:16])[CH3:14]. The yield is 0.860. (2) The reactants are C([O-])(O)=O.[Na+].[NH:6]1[C:14]2[C:9](=[CH:10][CH:11]=[CH:12][CH:13]=2)[CH2:8][CH2:7]1.[C:15](Cl)(=[O:17])[CH3:16]. The catalyst is C(Cl)Cl. The product is [N:6]1([C:15](=[O:17])[CH3:16])[C:14]2[C:9](=[CH:10][CH:11]=[CH:12][CH:13]=2)[CH2:8][CH2:7]1. The yield is 1.00. (3) The reactants are [N:1]1[CH:6]=[CH:5][CH:4]=[CH:3][C:2]=1[C:7]([OH:9])=O.C(N(CC)C(C)C)(C)C.C1C=CC2N(O)N=NC=2C=1.C(Cl)CCl.[NH:33]1[C:37]2[CH:38]=[CH:39][CH:40]=[CH:41][C:36]=2[N:35]=[C:34]1[CH2:42][N:43]([CH:48]1[C:57]2[N:56]=[CH:55][CH:54]=[CH:53][C:52]=2[CH2:51][CH2:50][CH2:49]1)[CH2:44][CH2:45][CH2:46][NH2:47]. The catalyst is CN(C=O)C.CCOC(C)=O.[Cl-].[Na+].O.O. The product is [NH:33]1[C:37]2[CH:38]=[CH:39][CH:40]=[CH:41][C:36]=2[N:35]=[C:34]1[CH2:42][N:43]([CH:48]1[C:57]2[N:56]=[CH:55][CH:54]=[CH:53][C:52]=2[CH2:51][CH2:50][CH2:49]1)[CH2:44][CH2:45][CH2:46][NH:47][C:7]([C:2]1[CH:3]=[CH:4][CH:5]=[CH:6][N:1]=1)=[O:9]. The yield is 0.480. (4) The reactants are [Cl:1][CH2:2][CH2:3][O:4][C:5]1[CH:6]=[C:7]([CH2:11][C:12](=[O:16])[CH2:13][C:14]#[N:15])[CH:8]=[CH:9][CH:10]=1.[CH3:17][N:18]([CH:20](OC)OC)[CH3:19].C(N(CC)CC)C.[CH3:32][O:33][C:34]1[CH:35]=[C:36]([CH:39]=[CH:40][C:41]=1[O:42][CH3:43])CN. The catalyst is CN(C=O)C.C1(C)C=CC=CC=1. The product is [Cl:1][CH2:2][CH2:3][O:4][C:5]1[CH:6]=[C:7]([C:11]2[C:12](=[O:16])[C:13]([C:14]#[N:15])=[CH:20][N:18]([CH2:17][C:39]3[CH:36]=[CH:35][C:34]([O:33][CH3:32])=[C:41]([O:42][CH3:43])[CH:40]=3)[CH:19]=2)[CH:8]=[CH:9][CH:10]=1. The yield is 0.410.